This data is from Reaction yield outcomes from USPTO patents with 853,638 reactions. The task is: Predict the reaction yield, written as a fraction of the theoretical maximum amount of product (1.0 means a 100% yield; for example, 0.34 means a 34% yield). (1) The reactants are [N:1]1([C:10](=[O:12])[CH3:11])[C:9]2[C:4](=[CH:5][CH:6]=[CH:7][CH:8]=2)[CH2:3][CH2:2]1.[Br:13]Br. The catalyst is C(O)(=O)C. The product is [Br:13][C:6]1[CH:5]=[C:4]2[C:9](=[CH:8][CH:7]=1)[N:1]([C:10](=[O:12])[CH3:11])[CH2:2][CH2:3]2. The yield is 0.960. (2) The reactants are [Cl:1][C:2]1[C:3]([C:8]2[CH:9]=[C:10]3[C:14](=[CH:15][CH:16]=2)[NH:13][N:12]=[C:11]3[NH:17][C:18]2[S:19][C:20]([CH:23]=O)=[CH:21][N:22]=2)=[N:4][CH:5]=[CH:6][CH:7]=1.[NH:25]1[CH2:30][CH2:29][O:28][CH2:27][CH2:26]1.[Na].C(=O)([O-])O.[Na+]. The catalyst is C(OCC)(=O)C.O1CCCC1. The product is [Cl:1][C:2]1[C:3]([C:8]2[CH:9]=[C:10]3[C:14](=[CH:15][CH:16]=2)[NH:13][N:12]=[C:11]3[NH:17][C:18]2[S:19][C:20]([CH2:23][N:25]3[CH2:30][CH2:29][O:28][CH2:27][CH2:26]3)=[CH:21][N:22]=2)=[N:4][CH:5]=[CH:6][CH:7]=1. The yield is 0.580. (3) The reactants are [C:1]1([C:7]2[CH:8]=[C:9]([C:16](O)=[O:17])[S:10][C:11]=2[C:12]([F:15])([F:14])[F:13])[CH:6]=[CH:5][CH:4]=[CH:3][CH:2]=1. The catalyst is C1COCC1. The product is [OH:17][CH2:16][C:9]1[S:10][C:11]([C:12]([F:15])([F:13])[F:14])=[C:7]([C:1]2[CH:6]=[CH:5][CH:4]=[CH:3][CH:2]=2)[CH:8]=1. The yield is 0.980. (4) The reactants are [CH3:1][O:2][C:3]([C:5]1[CH:6]=[CH:7][C:8]([C:11]([OH:13])=O)=[N:9][CH:10]=1)=[O:4].[C:14](N1C=CN=C1)(N1C=CN=C1)=[O:15].ClCCCl.C([N:32]([CH2:35]C)CC)C. The catalyst is ClCCl.CN(C=O)C. The product is [CH3:1][O:2][C:3](=[O:4])[C:5]1[CH:6]=[CH:7][C:8]([C:11](=[O:13])[N:32]([O:15][CH3:14])[CH3:35])=[N:9][CH:10]=1. The yield is 0.810. (5) The reactants are [Cl:1][C:2]([Cl:28])([Cl:27])[CH2:3][O:4][C:5]([C@@H:7]1[CH2:12][CH2:11][CH2:10][N:9]([C:13]([O:15]C(C)(C)C)=O)[N:8]1C(OC(C)(C)C)=O)=[O:6].FC(F)(F)C(O)=O.[C:36]([O:40][C:41](=[O:65])[CH2:42][C@@H:43](C(O)=O)[NH:44][C:45]([O:47][CH2:48][CH:49]1[C:61]2[C:56](=[CH:57][CH:58]=[CH:59][CH:60]=2)[C:55]2[C:50]1=[CH:51][CH:52]=[CH:53][CH:54]=2)=[O:46])([CH3:39])([CH3:38])[CH3:37].C(N(CC)C(C)C)(C)C.C[NH3+].F[P-](F)(F)(F)(F)F.N1(OC(N(C)C)=[N+](C)C)C2N=CC=CC=2N=N1.F[P-](F)(F)(F)(F)F. The catalyst is ClCCl.C(#N)C. The product is [Cl:28][C:2]([Cl:1])([Cl:27])[CH2:3][O:4][C:5]([C@@H:7]1[CH2:12][CH2:11][CH2:10][N:9]([C:13](=[O:15])[C@@H:43]([NH:44][C:45]([O:47][CH2:48][CH:49]2[C:50]3[CH:51]=[CH:52][CH:53]=[CH:54][C:55]=3[C:56]3[C:61]2=[CH:60][CH:59]=[CH:58][CH:57]=3)=[O:46])[CH2:42][C:41]([O:40][C:36]([CH3:39])([CH3:38])[CH3:37])=[O:65])[NH:8]1)=[O:6]. The yield is 0.880. (6) The reactants are [NH2:1][C:2]1[CH:3]=[C:4]([N:8]([C:16]2([C:29]([O:31][CH3:32])=[O:30])[CH2:21][CH2:20][N:19]([C:22]([O:24][C:25]([CH3:28])([CH3:27])[CH3:26])=[O:23])[CH2:18][CH2:17]2)[C:9]([C:11]2[O:12][CH:13]=[CH:14][CH:15]=2)=[O:10])[CH:5]=[CH:6][CH:7]=1.N1C=CC=CC=1.[C:39](OC(=O)C)(=[O:41])[CH3:40].C(=O)([O-])O.[Na+]. The catalyst is C1(C)C=CC=CC=1. The product is [C:39]([NH:1][C:2]1[CH:3]=[C:4]([N:8]([C:16]2([C:29]([O:31][CH3:32])=[O:30])[CH2:21][CH2:20][N:19]([C:22]([O:24][C:25]([CH3:26])([CH3:27])[CH3:28])=[O:23])[CH2:18][CH2:17]2)[C:9]([C:11]2[O:12][CH:13]=[CH:14][CH:15]=2)=[O:10])[CH:5]=[CH:6][CH:7]=1)(=[O:41])[CH3:40]. The yield is 0.770. (7) The reactants are [F-].C([N+](CCCC)(CCCC)CCCC)CCC.C([Si](C)(C)[O:24][CH2:25][CH2:26][O:27][NH:28][C:29](=[O:53])[C:30]1[CH:35]=[C:34]([CH2:36][NH:37][C:38](=[O:41])[CH2:39][OH:40])[C:33]([F:42])=[C:32]([F:43])[C:31]=1[NH:44][C:45]1[CH:50]=[CH:49][C:48]([I:51])=[CH:47][C:46]=1[F:52])(C)(C)C. The catalyst is O1CCCC1. The product is [F:43][C:32]1[C:31]([NH:44][C:45]2[CH:50]=[CH:49][C:48]([I:51])=[CH:47][C:46]=2[F:52])=[C:30]([CH:35]=[C:34]([CH2:36][NH:37][C:38](=[O:41])[CH2:39][OH:40])[C:33]=1[F:42])[C:29]([NH:28][O:27][CH2:26][CH2:25][OH:24])=[O:53]. The yield is 0.390.